This data is from Full USPTO retrosynthesis dataset with 1.9M reactions from patents (1976-2016). The task is: Predict the reactants needed to synthesize the given product. (1) Given the product [CH:6]1([N:10]2[CH2:16][CH2:15][C:14]3[CH:17]=[C:18]([CH2:21][C:22]4([OH:28])[CH2:27][CH2:26][N:25]([C:1](=[O:4])[CH2:2][CH3:3])[CH2:24][CH2:23]4)[CH:19]=[CH:20][C:13]=3[CH2:12][CH2:11]2)[CH2:9][CH2:8][CH2:7]1, predict the reactants needed to synthesize it. The reactants are: [C:1](Cl)(=[O:4])[CH2:2][CH3:3].[CH:6]1([N:10]2[CH2:16][CH2:15][C:14]3[CH:17]=[C:18]([CH2:21][C:22]4([OH:28])[CH2:27][CH2:26][NH:25][CH2:24][CH2:23]4)[CH:19]=[CH:20][C:13]=3[CH2:12][CH2:11]2)[CH2:9][CH2:8][CH2:7]1.C(N(CC)CC)C. (2) Given the product [C:8]([C:7]1[C:6]([N:15]2[CH2:20][CH2:19][N:18]([C:29]([O:28][C:25]([CH3:27])([CH3:26])[CH3:24])=[O:30])[C@H:17]([CH:21]([CH3:23])[CH3:22])[CH2:16]2)=[N:5][C:4]([CH:1]2[CH2:2][CH2:3]2)=[C:11]([N+:12]([O-:14])=[O:13])[CH:10]=1)#[N:9], predict the reactants needed to synthesize it. The reactants are: [CH:1]1([C:4]2[C:11]([N+:12]([O-:14])=[O:13])=[CH:10][C:7]([C:8]#[N:9])=[C:6]([N:15]3[CH2:20][CH2:19][NH:18][C@H:17]([CH:21]([CH3:23])[CH3:22])[CH2:16]3)[N:5]=2)[CH2:3][CH2:2]1.[CH3:24][C:25]([O:28][C:29](O[C:29]([O:28][C:25]([CH3:27])([CH3:26])[CH3:24])=[O:30])=[O:30])([CH3:27])[CH3:26].